This data is from Reaction yield outcomes from USPTO patents with 853,638 reactions. The task is: Predict the reaction yield, written as a fraction of the theoretical maximum amount of product (1.0 means a 100% yield; for example, 0.34 means a 34% yield). (1) The product is [C:13]([O:12][C:10]([N:7]1[CH2:8][CH2:9][C:4]([CH2:3][C:1]([OH:35])=[O:18])([CH3:17])[CH2:5][CH2:6]1)=[O:11])([CH3:16])([CH3:15])[CH3:14]. The catalyst is Cl. The yield is 0.720. The reactants are [C:1]([CH2:3][C:4]1([CH3:17])[CH2:9][CH2:8][N:7]([C:10]([O:12][C:13]([CH3:16])([CH3:15])[CH3:14])=[O:11])[CH2:6][CH2:5]1)#N.[OH-:18].[Na+].C(OC(OC(C)(C)C)=O)(OC(C)(C)C)=O.[OH2:35]. (2) The reactants are [NH2:1][C:2]1[NH:3][C:4](=[O:16])[C:5]2[C:13]3[C:8](=[CH:9][CH:10]=[CH:11][C:12]=3[Cl:14])[NH:7][C:6]=2[N:15]=1.[CH3:17][C:18]1[CH:23]=CN=C(N)[C:19]=1C.C(N(CC)CC)C.C(Cl)(Cl)Cl.[CH3:37][OH:38]. No catalyst specified. The product is [Cl:14][C:12]1[CH:11]=[CH:10][CH:9]=[C:8]2[C:13]=1[C:5]1[C:37](=[O:38])[NH:1][C:2]([NH:3][C:4](=[O:16])[C:18]([CH3:23])([CH3:19])[CH3:17])=[N:15][C:6]=1[NH:7]2. The yield is 0.400. (3) The reactants are [CH3:1][O:2][C:3]([C:5]1([NH:11][C:12]([O:14][C:15]([CH3:18])([CH3:17])[CH3:16])=[O:13])[CH2:10][CH2:9][NH:8][CH2:7][CH2:6]1)=[O:4].[C:19]1([CH3:29])[CH:24]=[CH:23][C:22]([S:25](Cl)(=[O:27])=[O:26])=[CH:21][CH:20]=1.CCN(CC)CC.C([O-])(O)=O.[Na+]. The catalyst is C(Cl)Cl. The product is [CH3:1][O:2][C:3]([C:5]1([NH:11][C:12]([O:14][C:15]([CH3:18])([CH3:17])[CH3:16])=[O:13])[CH2:10][CH2:9][N:8]([S:25]([C:22]2[CH:23]=[CH:24][C:19]([CH3:29])=[CH:20][CH:21]=2)(=[O:27])=[O:26])[CH2:7][CH2:6]1)=[O:4]. The yield is 0.950. (4) The reactants are [C:1]1([C:7]([C:9]2[CH:14]=[CH:13][CH:12]=[CH:11][CH:10]=2)=[NH:8])[CH:6]=[CH:5][CH:4]=[CH:3][CH:2]=1.CC(O)=O.[OH-].[K+].[S:21]([CH2:26][C:27](=O)[CH3:28])[CH2:22][C:23](=O)[CH3:24].[BH3-]C#N.[Na+]. The catalyst is CO. The product is [CH:7]([N:8]1[C@H:27]([CH3:28])[CH2:26][S:21][CH2:22][C@H:23]1[CH3:24])([C:1]1[CH:2]=[CH:3][CH:4]=[CH:5][CH:6]=1)[C:9]1[CH:10]=[CH:11][CH:12]=[CH:13][CH:14]=1. The yield is 0.130. (5) The reactants are [C:1]([C:6]1[CH:7]=[C:8]2[C:13](=[CH:14][C:15]=1[C:16]([F:19])([F:18])[F:17])[NH:12][C:11](=[O:20])[N:10]([NH:21][S:22]([CH3:25])(=[O:24])=[O:23])[C:9]2=[O:26])(=[O:5])[CH2:2][CH2:3][CH3:4].[BH4-].[Na+].O.Cl. The catalyst is C1COCC1.CO.CCOC(C)=O. The product is [OH:5][CH:1]([C:6]1[CH:7]=[C:8]2[C:13](=[CH:14][C:15]=1[C:16]([F:18])([F:17])[F:19])[NH:12][C:11](=[O:20])[N:10]([NH:21][S:22]([CH3:25])(=[O:24])=[O:23])[C:9]2=[O:26])[CH2:2][CH2:3][CH3:4]. The yield is 0.710.